Dataset: Full USPTO retrosynthesis dataset with 1.9M reactions from patents (1976-2016). Task: Predict the reactants needed to synthesize the given product. (1) Given the product [Cl:32][C:7]1[C:8]([C:11]2[CH:12]=[N:13][C:14]([C:17]3[NH:21][C:20]4[CH:22]=[C:23]([N:26]5[CH2:27][CH2:28][O:29][CH2:30][CH2:31]5)[CH:24]=[CH:25][C:19]=4[N:18]=3)=[CH:15][CH:16]=2)=[N:9][CH:10]=[C:5]([CH2:3][OH:2])[CH:6]=1, predict the reactants needed to synthesize it. The reactants are: C[O:2][C:3]([C:5]1[CH:6]=[C:7]([Cl:32])[C:8]([C:11]2[CH:12]=[N:13][C:14]([C:17]3[NH:21][C:20]4[CH:22]=[C:23]([N:26]5[CH2:31][CH2:30][O:29][CH2:28][CH2:27]5)[CH:24]=[CH:25][C:19]=4[N:18]=3)=[CH:15][CH:16]=2)=[N:9][CH:10]=1)=O.O1CCCC1.[OH-].[Al+3].[Li+].[OH-].[OH-].[OH-]. (2) Given the product [CH3:1][O:2][N:3]([CH3:16])[C:4]([CH:6]1[C:15]2[C:10](=[CH:11][CH:12]=[CH:13][CH:14]=2)[N:9]([S:30]([C:27]2[CH:28]=[CH:29][C:24]([CH3:34])=[CH:25][CH:26]=2)(=[O:32])=[O:31])[CH2:8][CH2:7]1)=[O:5], predict the reactants needed to synthesize it. The reactants are: [CH3:1][O:2][N:3]([CH3:16])[C:4]([CH:6]1[C:15]2[C:10](=[CH:11][CH:12]=[CH:13][CH:14]=2)[NH:9][CH2:8][CH2:7]1)=[O:5].C(N(CC)CC)C.[C:24]1([CH3:34])[CH:29]=[CH:28][C:27]([S:30](Cl)(=[O:32])=[O:31])=[CH:26][CH:25]=1. (3) Given the product [F:32][C:31]([F:34])([F:33])[C:29]1[CH:28]=[C:5]([CH:4]=[C:3]([C:2]([F:35])([F:36])[F:1])[CH:30]=1)[CH2:6][N:7]1[CH2:14][CH2:13][CH2:12][O:11][C:10]2[N:15]=[C:16]([N:45]3[CH2:46][CH2:47][CH:42]([N:37]4[CH2:41][CH2:40][CH2:39][CH2:38]4)[CH2:43][CH2:44]3)[CH:17]=[C:18]([C:19]3[CH:24]=[CH:23][CH:22]=[CH:21][C:20]=3[Cl:25])[C:9]=2[C:8]1=[O:27], predict the reactants needed to synthesize it. The reactants are: [F:1][C:2]([F:36])([F:35])[C:3]1[CH:4]=[C:5]([CH:28]=[C:29]([C:31]([F:34])([F:33])[F:32])[CH:30]=1)[CH2:6][N:7]1[CH2:14][CH2:13][CH2:12][O:11][C:10]2[N:15]=[C:16](Cl)[CH:17]=[C:18]([C:19]3[CH:24]=[CH:23][CH:22]=[CH:21][C:20]=3[Cl:25])[C:9]=2[C:8]1=[O:27].[N:37]1([CH:42]2[CH2:47][CH2:46][NH:45][CH2:44][CH2:43]2)[CH2:41][CH2:40][CH2:39][CH2:38]1. (4) Given the product [F:22][C:23]([F:34])([F:33])[C:24]([NH:1][CH:2]1[CH2:7][CH2:6][N:5]([CH2:8][C:9]2[CH:14]=[CH:13][CH:12]=[CH:11][CH:10]=2)[CH2:4][CH2:3]1)=[O:25], predict the reactants needed to synthesize it. The reactants are: [NH2:1][CH:2]1[CH2:7][CH2:6][N:5]([CH2:8][C:9]2[CH:14]=[CH:13][CH:12]=[CH:11][CH:10]=2)[CH2:4][CH2:3]1.C(N(CC)CC)C.[F:22][C:23]([F:34])([F:33])[C:24](O[C:24](=[O:25])[C:23]([F:34])([F:33])[F:22])=[O:25]. (5) Given the product [CH3:23][O:22][C:20](=[O:21])[CH2:19][C:18]1[C:9]2[C:10]([Cl:15])=[CH:11][C:12]([O:13][CH3:14])=[C:7]([Cl:6])[C:8]=2[S:16][CH:17]=1, predict the reactants needed to synthesize it. The reactants are: S(O)(C)(=O)=O.[Cl:6][C:7]1[C:12]([O:13][CH3:14])=[CH:11][C:10]([Cl:15])=[CH:9][C:8]=1[S:16][CH2:17][C:18](=O)[CH2:19][C:20]([O:22][CH3:23])=[O:21]. (6) Given the product [Cl:1][C:2]1[CH:7]=[CH:6][C:5](/[CH:8]=[CH:9]/[C:10]([N:20]2[CH2:21][CH2:22][CH:23]([NH:26][C:27](=[O:33])[O:28][C:29]([CH3:31])([CH3:30])[CH3:32])[CH2:24][CH2:25]2)=[O:12])=[C:4]([CH2:13][N:14]2[N:18]=[N:17][C:16]([CH3:19])=[N:15]2)[CH:3]=1, predict the reactants needed to synthesize it. The reactants are: [Cl:1][C:2]1[CH:7]=[CH:6][C:5](/[CH:8]=[CH:9]/[C:10]([OH:12])=O)=[C:4]([CH2:13][N:14]2[N:18]=[N:17][C:16]([CH3:19])=[N:15]2)[CH:3]=1.[NH:20]1[CH2:25][CH2:24][CH:23]([NH:26][C:27](=[O:33])[O:28][C:29]([CH3:32])([CH3:31])[CH3:30])[CH2:22][CH2:21]1.CCN(C(C)C)C(C)C.C(P1(=O)OP(CCC)(=O)OP(CCC)(=O)O1)CC. (7) Given the product [CH2:17]([O:16][C:14]([N:6]1[C:7]2[C:12](=[CH:11][CH:10]=[CH:9][CH:8]=2)[CH2:13][CH:5]1[CH2:3][OH:2])=[O:15])[C:18]1[CH:23]=[CH:22][CH:21]=[CH:20][CH:19]=1, predict the reactants needed to synthesize it. The reactants are: C[O:2][C:3]([CH:5]1[CH2:13][C:12]2[C:7](=[CH:8][CH:9]=[CH:10][CH:11]=2)[N:6]1[C:14]([O:16][CH2:17][C:18]1[CH:23]=[CH:22][CH:21]=[CH:20][CH:19]=1)=[O:15])=O.[BH4-].[Li+].